This data is from NCI-60 drug combinations with 297,098 pairs across 59 cell lines. The task is: Regression. Given two drug SMILES strings and cell line genomic features, predict the synergy score measuring deviation from expected non-interaction effect. (1) Drug 1: C1CCN(CC1)CCOC2=CC=C(C=C2)C(=O)C3=C(SC4=C3C=CC(=C4)O)C5=CC=C(C=C5)O. Drug 2: C1CN1P(=S)(N2CC2)N3CC3. Cell line: OVCAR-8. Synergy scores: CSS=16.7, Synergy_ZIP=-4.53, Synergy_Bliss=-6.94, Synergy_Loewe=-9.29, Synergy_HSA=-7.94. (2) Drug 1: CC1=C(C=C(C=C1)NC(=O)C2=CC=C(C=C2)CN3CCN(CC3)C)NC4=NC=CC(=N4)C5=CN=CC=C5. Drug 2: C1=NC2=C(N1)C(=S)N=CN2. Cell line: HCC-2998. Synergy scores: CSS=14.5, Synergy_ZIP=-10.5, Synergy_Bliss=-4.11, Synergy_Loewe=-20.6, Synergy_HSA=-5.04. (3) Drug 1: COC1=CC(=CC(=C1O)OC)C2C3C(COC3=O)C(C4=CC5=C(C=C24)OCO5)OC6C(C(C7C(O6)COC(O7)C8=CC=CS8)O)O. Drug 2: C1CN(P(=O)(OC1)NCCCl)CCCl. Cell line: NCI-H226. Synergy scores: CSS=25.6, Synergy_ZIP=-0.767, Synergy_Bliss=6.28, Synergy_Loewe=-38.3, Synergy_HSA=4.61.